From a dataset of CYP2C19 inhibition data for predicting drug metabolism from PubChem BioAssay. Regression/Classification. Given a drug SMILES string, predict its absorption, distribution, metabolism, or excretion properties. Task type varies by dataset: regression for continuous measurements (e.g., permeability, clearance, half-life) or binary classification for categorical outcomes (e.g., BBB penetration, CYP inhibition). Dataset: cyp2c19_veith. (1) The molecule is CC(=O)c1c(C)nc(-c2ccccc2)n1O. The result is 0 (non-inhibitor). (2) The drug is COc1ccc(C(=O)Nc2ccc(NC(=O)c3ccco3)c(Cl)c2)cc1OC. The result is 0 (non-inhibitor). (3) The drug is C/C(=C\c1ccc(C(=O)O)cc1)c1ccc2c(c1)C(C)(C)CCC2(C)C. The result is 1 (inhibitor). (4) The molecule is O[C@H](c1cc(C(F)(F)F)nc2c(C(F)(F)F)cccc12)[C@H]1CCCCN1. The result is 0 (non-inhibitor). (5) The result is 0 (non-inhibitor). The drug is COc1cccc(/C=N/NC(=O)C(=O)NCc2cccnc2)c1. (6) The result is 0 (non-inhibitor). The molecule is Cn1cnc([N+](=O)[O-])c1Sc1nc(N)nc2c1ncn2[C@H]1C[C@H](O)[C@@H](CO)O1. (7) The drug is C/C(CCN1CCCc2nc(C)c(C)cc21)=N\O[C@@H](C)c1cc(-c2c(C)cc(C)cc2C)no1. The result is 0 (non-inhibitor). (8) The drug is C=C(C)[C@@H]1[C@@H]2C(=O)O[C@H]1[C@H]1OC(=O)[C@@]34O[C@@H]3C[C@]2(O)[C@]14C. The result is 0 (non-inhibitor).